This data is from Full USPTO retrosynthesis dataset with 1.9M reactions from patents (1976-2016). The task is: Predict the reactants needed to synthesize the given product. (1) Given the product [ClH:35].[NH:27]1[CH2:26][CH2:25][CH:23]2[CH2:24][N:20]([C:14]3[CH:15]=[CH:16][CH:17]=[C:18]4[C:13]=3[N:12]=[CH:11][C:10]([S:7]([C:1]3[CH:2]=[CH:3][CH:4]=[CH:5][CH:6]=3)(=[O:9])=[O:8])=[CH:19]4)[CH2:21][CH:22]12, predict the reactants needed to synthesize it. The reactants are: [C:1]1([S:7]([C:10]2[CH:11]=[N:12][C:13]3[C:18]([CH:19]=2)=[CH:17][CH:16]=[CH:15][C:14]=3[N:20]2[CH2:24][CH:23]3[CH2:25][CH2:26][N:27](C(OC(C)(C)C)=O)[CH:22]3[CH2:21]2)(=[O:9])=[O:8])[CH:6]=[CH:5][CH:4]=[CH:3][CH:2]=1.[ClH:35]. (2) Given the product [CH3:27][S+:8]([CH2:7][C@H:6]1[O:16][C@@H:1]([N:17]2[C:26]3[N:25]=[CH:24][N:23]=[C:21]([NH2:22])[C:20]=3[N:19]=[CH:18]2)[C@H:2]([OH:3])[C@@H:4]1[OH:5])[CH2:9][CH2:10][C@H:11]([NH2:12])[C:13]([O-:15])=[O:14], predict the reactants needed to synthesize it. The reactants are: [C@@H:1]1([N:17]2[C:26]3[N:25]=[CH:24][N:23]=[C:21]([NH2:22])[C:20]=3[N:19]=[CH:18]2)[O:16][C@H:6]([CH2:7][S:8][CH2:9][CH2:10][C@@H:11]([C:13]([OH:15])=[O:14])[NH2:12])[C@@H:4]([OH:5])[C@H:2]1[OH:3].[C:27](O)(=O)C.C(Br)C1C=CC=CC=1.